This data is from NCI-60 drug combinations with 297,098 pairs across 59 cell lines. The task is: Regression. Given two drug SMILES strings and cell line genomic features, predict the synergy score measuring deviation from expected non-interaction effect. (1) Drug 1: C1=NC2=C(N=C(N=C2N1C3C(C(C(O3)CO)O)O)F)N. Drug 2: C1=CC=C(C(=C1)C(C2=CC=C(C=C2)Cl)C(Cl)Cl)Cl. Cell line: DU-145. Synergy scores: CSS=12.7, Synergy_ZIP=-1.24, Synergy_Bliss=4.93, Synergy_Loewe=-3.57, Synergy_HSA=0.386. (2) Drug 1: CCN(CC)CCNC(=O)C1=C(NC(=C1C)C=C2C3=C(C=CC(=C3)F)NC2=O)C. Drug 2: CS(=O)(=O)OCCCCOS(=O)(=O)C. Cell line: HCT-15. Synergy scores: CSS=0.874, Synergy_ZIP=0.961, Synergy_Bliss=0.947, Synergy_Loewe=-1.13, Synergy_HSA=-1.60. (3) Drug 1: C1=NC2=C(N1)C(=S)N=CN2. Synergy scores: CSS=8.19, Synergy_ZIP=-5.26, Synergy_Bliss=-4.88, Synergy_Loewe=-1.25, Synergy_HSA=-1.07. Cell line: SN12C. Drug 2: COC1=NC(=NC2=C1N=CN2C3C(C(C(O3)CO)O)O)N. (4) Drug 1: C1=CC=C(C=C1)NC(=O)CCCCCCC(=O)NO. Drug 2: CC1CCCC2(C(O2)CC(NC(=O)CC(C(C(=O)C(C1O)C)(C)C)O)C(=CC3=CSC(=N3)C)C)C. Cell line: NCI/ADR-RES. Synergy scores: CSS=35.7, Synergy_ZIP=-0.922, Synergy_Bliss=3.78, Synergy_Loewe=-14.5, Synergy_HSA=-0.302. (5) Drug 1: CC1C(C(CC(O1)OC2CC(CC3=C2C(=C4C(=C3O)C(=O)C5=C(C4=O)C(=CC=C5)OC)O)(C(=O)C)O)N)O.Cl. Drug 2: CN(CC1=CN=C2C(=N1)C(=NC(=N2)N)N)C3=CC=C(C=C3)C(=O)NC(CCC(=O)O)C(=O)O. Cell line: HOP-92. Synergy scores: CSS=15.1, Synergy_ZIP=-6.95, Synergy_Bliss=-1.29, Synergy_Loewe=-2.55, Synergy_HSA=0.517. (6) Drug 1: C1=NC2=C(N1)C(=S)N=C(N2)N. Drug 2: CCN(CC)CCNC(=O)C1=C(NC(=C1C)C=C2C3=C(C=CC(=C3)F)NC2=O)C. Cell line: RXF 393. Synergy scores: CSS=2.70, Synergy_ZIP=-4.03, Synergy_Bliss=-3.51, Synergy_Loewe=-5.84, Synergy_HSA=-4.71.